The task is: Predict the reactants needed to synthesize the given product.. This data is from Full USPTO retrosynthesis dataset with 1.9M reactions from patents (1976-2016). (1) Given the product [CH2:19]([O:20][NH:21][C:12](=[O:14])[C:11]1[CH:15]=[CH:16][N:17]=[CH:18][C:10]=1[NH:9][C:3]1[CH:4]=[CH:5][C:6]([I:8])=[CH:7][C:2]=1[Cl:1])[C:2]1[CH:7]=[CH:6][CH:5]=[CH:4][CH:3]=1, predict the reactants needed to synthesize it. The reactants are: [Cl:1][C:2]1[CH:7]=[C:6]([I:8])[CH:5]=[CH:4][C:3]=1[NH:9][C:10]1[CH:18]=[N:17][CH:16]=[CH:15][C:11]=1[C:12]([OH:14])=O.[CH3:19][O:20][NH2:21]. (2) Given the product [C:14]([O:18][C:19]([NH:21][CH:22]([CH2:29][CH:10]([C:3]1[C:4]([F:9])=[CH:5][CH:6]=[C:7]([F:8])[C:2]=1[F:1])[C:11](=[O:13])[CH3:12])[C:23]([O:25][CH:26]([CH3:28])[CH3:27])=[O:24])=[O:20])([CH3:17])([CH3:16])[CH3:15], predict the reactants needed to synthesize it. The reactants are: [F:1][C:2]1[C:7]([F:8])=[CH:6][CH:5]=[C:4]([F:9])[C:3]=1[CH2:10][C:11](=[O:13])[CH3:12].[C:14]([O:18][C:19]([NH:21][CH:22]([CH2:29]OS(C)(=O)=O)[C:23]([O:25][CH:26]([CH3:28])[CH3:27])=[O:24])=[O:20])([CH3:17])([CH3:16])[CH3:15].C(O[Li])(C)(C)C. (3) Given the product [I:17][C:8]1[CH:9]=[C:10]([C:11]([O:13][CH2:14][CH3:15])=[O:12])[C:4]2[O:3][C:2]([CH3:16])([CH3:1])[CH2:6][C:5]=2[CH:7]=1, predict the reactants needed to synthesize it. The reactants are: [CH3:1][C:2]1([CH3:16])[CH2:6][C:5]2[CH:7]=[CH:8][CH:9]=[C:10]([C:11]([O:13][CH2:14][CH3:15])=[O:12])[C:4]=2[O:3]1.[I:17]I. (4) Given the product [CH3:1][O:2][C:3](=[O:27])[CH2:4][C:5]1[CH:10]=[C:9]([C:32]2[CH:33]=[CH:34][C:29]([Cl:28])=[CH:30][CH:31]=2)[CH:8]=[C:7]([C:32]2[CH:33]=[CH:34][C:29]([Cl:28])=[CH:30][CH:31]=2)[CH:6]=1, predict the reactants needed to synthesize it. The reactants are: [CH3:1][O:2][C:3](=[O:27])[CH2:4][C:5]1[CH:10]=[C:9](OS(C(F)(F)F)(=O)=O)[CH:8]=[C:7](OS(C(F)(F)F)(=O)=O)[CH:6]=1.[Cl:28][C:29]1[CH:34]=[CH:33][C:32](B(O)O)=[CH:31][CH:30]=1.C([O-])([O-])=O.[K+].[K+]. (5) Given the product [CH3:20][C:18]1[CH:19]=[C:14]([CH:12]([N:9]2[C:10](=[O:11])[C:6]3[CH:5]=[CH:4][N:3]=[C:2]([C:68]([O:67][CH3:66])=[O:69])[C:7]=3[CH2:8]2)[CH3:13])[CH:15]=[N:16][C:17]=1[O:21][CH2:22][C:23]([F:26])([F:25])[F:24], predict the reactants needed to synthesize it. The reactants are: Cl[C:2]1[C:7]2[CH2:8][N:9]([CH:12]([C:14]3[CH:15]=[N:16][C:17]([O:21][CH2:22][C:23]([F:26])([F:25])[F:24])=[C:18]([CH3:20])[CH:19]=3)[CH3:13])[C:10](=[O:11])[C:6]=2[CH:5]=[CH:4][N:3]=1.C1(P(C2C=CC=CC=2)CCCP(C2C=CC=CC=2)C2C=CC=CC=2)C=CC=CC=1.C(N(CC)CC)C.CN([CH:66]=[O:67])C.[CH3:68][OH:69]. (6) Given the product [CH:31]([C:2]1[N:3]=[C:4]([CH:10]2[CH2:15][CH2:14][N:13]([C:16]([O:18][C:19]([CH3:22])([CH3:21])[CH3:20])=[O:17])[CH2:12][CH2:11]2)[N:5]([CH2:7][CH2:8][OH:9])[CH:6]=1)=[CH2:32], predict the reactants needed to synthesize it. The reactants are: Br[C:2]1[N:3]=[C:4]([CH:10]2[CH2:15][CH2:14][N:13]([C:16]([O:18][C:19]([CH3:22])([CH3:21])[CH3:20])=[O:17])[CH2:12][CH2:11]2)[N:5]([CH2:7][CH2:8][OH:9])[CH:6]=1.P([O-])([O-])([O-])=O.[K+].[K+].[K+].[CH:31]1(P(C2CCCCC2)C2C=CC=CC=2C2C(OC)=CC=CC=2OC)CCCC[CH2:32]1.CC1(C)C(C)(C)OB(C=C)O1. (7) Given the product [F:43][C:19]1[CH:18]=[C:17]([CH2:8][C:7]([O:6][C:2]([CH3:5])([CH3:4])[CH3:3])=[O:10])[CH:42]=[CH:41][C:20]=1[CH2:21][O:22][CH2:23][C@@H:24]1[CH2:26][C@@H:25]1[CH:27]1[CH2:32][CH2:31][N:30]([C:33]2[O:37][N:36]=[C:35]([CH:38]([CH3:40])[CH3:39])[N:34]=2)[CH2:29][CH2:28]1, predict the reactants needed to synthesize it. The reactants are: [Cl-].[C:2]([O:6][C:7](=[O:10])[CH2:8][Zn+])([CH3:5])([CH3:4])[CH3:3].CCOCC.Br[C:17]1[CH:42]=[CH:41][C:20]([CH2:21][O:22][CH2:23][C@@H:24]2[CH2:26][C@@H:25]2[CH:27]2[CH2:32][CH2:31][N:30]([C:33]3[O:37][N:36]=[C:35]([CH:38]([CH3:40])[CH3:39])[N:34]=3)[CH2:29][CH2:28]2)=[C:19]([F:43])[CH:18]=1.CC(C1C=C(C(C)C)C(C2C=CC=CC=2P(C2CCCCC2)C2CCCCC2)=C(C(C)C)C=1)C. (8) Given the product [C:40]([NH:43][CH2:44][CH2:45][NH:46][C:16]([C:15]1[C:11]2[CH2:10][O:9][C:7]3[CH:8]=[C:3]([O:2][CH3:1])[C:4]([CH:24]=[C:25]([CH3:26])[CH3:27])=[CH:5][C:6]=3[C:12]=2[N:13]([C:19]2[CH:23]=[CH:22][S:21][CH:20]=2)[N:14]=1)=[O:17])(=[O:42])[CH3:41], predict the reactants needed to synthesize it. The reactants are: [CH3:1][O:2][C:3]1[C:4]([CH:24]=[C:25]([CH3:27])[CH3:26])=[CH:5][C:6]2[C:12]3[N:13]([C:19]4[CH:23]=[CH:22][S:21][CH:20]=4)[N:14]=[C:15]([C:16](O)=[O:17])[C:11]=3[CH2:10][O:9][C:7]=2[CH:8]=1.C(Cl)Cl.C(N(CC)C(C)C)(C)C.[C:40]([NH:43][CH2:44][CH2:45][NH2:46])(=[O:42])[CH3:41].C(P1(=O)OP(CCC)(=O)OP(CCC)(=O)O1)CC.